The task is: Predict the reactants needed to synthesize the given product.. This data is from Full USPTO retrosynthesis dataset with 1.9M reactions from patents (1976-2016). Given the product [C:1]([C:3]1[CH:8]=[CH:7][C:6]([NH:9][C:10](=[O:18])[CH2:11][CH:12]([CH3:17])[CH2:13][C:14]([NH:23][C:24]2[CH:25]=[CH:26][C:27]3[N:28]([CH2:37][CH3:38])[C:29]4[C:34]([C:35]=3[CH:36]=2)=[CH:33][CH:32]=[CH:31][CH:30]=4)=[O:16])=[CH:5][C:4]=1[C:19]([F:22])([F:21])[F:20])#[N:2], predict the reactants needed to synthesize it. The reactants are: [C:1]([C:3]1[CH:8]=[CH:7][C:6]([NH:9][C:10](=[O:18])[CH2:11][CH:12]([CH3:17])[CH2:13][C:14]([OH:16])=O)=[CH:5][C:4]=1[C:19]([F:22])([F:21])[F:20])#[N:2].[NH2:23][C:24]1[CH:25]=[CH:26][C:27]2[N:28]([CH2:37][CH3:38])[C:29]3[C:34]([C:35]=2[CH:36]=1)=[CH:33][CH:32]=[CH:31][CH:30]=3.CCN(C(C)C)C(C)C.CN(C(ON1N=NC2C=CC=NC1=2)=[N+](C)C)C.F[P-](F)(F)(F)(F)F.